From a dataset of Catalyst prediction with 721,799 reactions and 888 catalyst types from USPTO. Predict which catalyst facilitates the given reaction. (1) Product: [OH:1][C:2]1[CH:3]=[CH:4][C:5]([C@@H:8]([C:14]#[C:15][CH3:16])[CH2:9][C:10]([OH:12])=[O:11])=[CH:6][CH:7]=1. Reactant: [OH:1][C:2]1[CH:7]=[CH:6][C:5]([C@@H:8]([C:14]#[C:15][CH3:16])[CH2:9][C:10]([O:12]C)=[O:11])=[CH:4][CH:3]=1.[Li+].[OH-].Cl. The catalyst class is: 278. (2) Product: [Cl:1][C:2]1[CH:3]=[CH:4][C:5]([OH:9])=[C:6]([NH:7][C:19]([NH:18][C:13]2[CH:14]=[CH:15][CH:16]=[CH:17][C:12]=2[C:11]([F:10])([F:21])[F:22])=[O:20])[CH:8]=1. The catalyst class is: 11. Reactant: [Cl:1][C:2]1[CH:3]=[CH:4][C:5]([OH:9])=[C:6]([CH:8]=1)[NH2:7].[F:10][C:11]([F:22])([F:21])[C:12]1[CH:17]=[CH:16][CH:15]=[CH:14][C:13]=1[N:18]=[C:19]=[O:20]. (3) Reactant: C[O:2][C:3]1[CH:11]=[CH:10][CH:9]=[C:8]2[C:4]=1[CH:5]=[N:6][N:7]2[C:12]1[CH:17]=[CH:16][N:15]=[C:14]([S:18][CH2:19][CH2:20][CH3:21])[N:13]=1. Product: [CH2:19]([S:18][C:14]1[N:13]=[C:12]([N:7]2[C:8]3[CH:9]=[CH:10][CH:11]=[C:3]([OH:2])[C:4]=3[CH:5]=[N:6]2)[CH:17]=[CH:16][N:15]=1)[CH2:20][CH3:21]. The catalyst class is: 2. (4) Reactant: Br[CH2:2][C:3]([C:5]1[N:6]([CH3:12])[C:7]([CH3:11])=[N:8][C:9]=1[CH3:10])=O.[CH:13]([O:16][C:17]1[CH:22]=[CH:21][C:20]([S:23]([NH2:26])(=[O:25])=[O:24])=[CH:19][C:18]=1[NH:27][C:28]([NH2:30])=[S:29])([CH3:15])[CH3:14]. Product: [CH:13]([O:16][C:17]1[CH:22]=[CH:21][C:20]([S:23]([NH2:26])(=[O:24])=[O:25])=[CH:19][C:18]=1[NH:27][C:28]1[S:29][CH:2]=[C:3]([C:5]2[N:6]([CH3:12])[C:7]([CH3:11])=[N:8][C:9]=2[CH3:10])[N:30]=1)([CH3:15])[CH3:14]. The catalyst class is: 14. (5) Reactant: [N:1]1([C:7]2[CH:27]=[CH:26][C:10]([C:11]([NH:13][C:14]3[C:15]4[S:21][C:20]([C:22]([O:24]C)=[O:23])=[CH:19][C:16]=4[NH:17][N:18]=3)=[O:12])=[CH:9][CH:8]=2)[CH2:6][CH2:5][O:4][CH2:3][CH2:2]1.[OH-].[Na+]. Product: [N:1]1([C:7]2[CH:27]=[CH:26][C:10]([C:11]([NH:13][C:14]3[C:15]4[S:21][C:20]([C:22]([OH:24])=[O:23])=[CH:19][C:16]=4[NH:17][N:18]=3)=[O:12])=[CH:9][CH:8]=2)[CH2:6][CH2:5][O:4][CH2:3][CH2:2]1. The catalyst class is: 5. (6) Reactant: [CH3:1][O:2][C:3]1[N:4]=[C:5]2[C:10](=[CH:11][CH:12]=1)[N:9]=[CH:8][CH:7]=[C:6]2[N:13]1[CH2:17][CH2:16][CH:15](OS(C)(=O)=O)[CH2:14]1.[CH2:23]([NH2:26])[CH2:24][NH2:25]. Product: [CH3:1][O:2][C:3]1[N:4]=[C:5]2[C:10](=[CH:11][CH:12]=1)[N:9]=[CH:8][CH:7]=[C:6]2[N:13]1[CH2:17][CH2:16][CH:15]([NH:25][CH2:24][CH2:23][NH2:26])[CH2:14]1. The catalyst class is: 6. (7) Reactant: CC1C=CC(S([O:11][CH2:12][CH:13]2[CH2:18][CH2:17][NH:16][CH2:15][CH2:14]2)(=O)=O)=CC=1.O[C:20]1[CH:30]=[CH:29][C:23]([C:24]([O:26][CH2:27][CH3:28])=[O:25])=[CH:22][C:21]=1[O:31][CH3:32].[C:33](=[O:36])([O-])[O-:34].[K+].[K+]. Product: [C:13]([O:34][C:33]([N:16]1[CH2:15][CH2:14][CH:13]([CH2:12][O:11][C:20]2[CH:30]=[CH:29][C:23]([C:24]([O:26][CH2:27][CH3:28])=[O:25])=[CH:22][C:21]=2[O:31][CH3:32])[CH2:18][CH2:17]1)=[O:36])([CH3:18])([CH3:14])[CH3:12]. The catalyst class is: 3.